From a dataset of Full USPTO retrosynthesis dataset with 1.9M reactions from patents (1976-2016). Predict the reactants needed to synthesize the given product. (1) Given the product [CH3:1][O:2][C:3]1[CH:12]=[C:11]2[C:6]([C:7]([NH:13][CH2:14][C:15]3[N:19]4[N:20]=[C:21]([C:24]5[O:28][N:27]=[C:26]([C:29]([OH:31])=[O:30])[CH:25]=5)[CH:22]=[CH:23][C:18]4=[N:17][N:16]=3)=[CH:8][CH:9]=[N:10]2)=[N:5][CH:4]=1, predict the reactants needed to synthesize it. The reactants are: [CH3:1][O:2][C:3]1[CH:12]=[C:11]2[C:6]([C:7]([NH:13][CH2:14][C:15]3[N:19]4[N:20]=[C:21]([C:24]5[O:28][N:27]=[C:26]([C:29]([O:31]CC)=[O:30])[CH:25]=5)[CH:22]=[CH:23][C:18]4=[N:17][N:16]=3)=[CH:8][CH:9]=[N:10]2)=[N:5][CH:4]=1.[OH-].[Na+]. (2) Given the product [N:23]1[CH:24]=[CH:25][C:20]([C:19]2[NH:18][C:4]([CH2:5][CH2:6][N:7]3[C:15](=[O:16])[C:14]4[C:9](=[CH:10][CH:11]=[CH:12][CH:13]=4)[C:8]3=[O:17])=[N:28][N:27]=2)=[CH:21][CH:22]=1, predict the reactants needed to synthesize it. The reactants are: I.CS[C:4](=[NH:18])[CH2:5][CH2:6][N:7]1[C:15](=[O:16])[C:14]2[C:9](=[CH:10][CH:11]=[CH:12][CH:13]=2)[C:8]1=[O:17].[C:19]([NH:27][NH2:28])(=O)[C:20]1[CH:25]=[CH:24][N:23]=[CH:22][CH:21]=1.C(=O)([O-])[O-].[Na+].[Na+].C(O)(=O)C. (3) Given the product [N:28]1[CH:29]=[CH:30][CH:31]=[N:32][C:27]=1[C:24]1[CH:25]=[CH:26][C:21]([C:18]2[CH2:19][CH2:20][NH:15][CH2:16][CH:17]=2)=[N:22][CH:23]=1, predict the reactants needed to synthesize it. The reactants are: Cl.O1CCOCC1.C(OC([N:15]1[CH2:20][CH:19]=[C:18]([C:21]2[CH:26]=[CH:25][C:24]([C:27]3[N:32]=[CH:31][CH:30]=[CH:29][N:28]=3)=[CH:23][N:22]=2)[CH2:17][CH2:16]1)=O)(C)(C)C.O.[OH-].[Na+]. (4) Given the product [OH:1][C@H:2]1[CH2:24][CH2:23][C@@:22]2([CH3:25])[C:4](=[CH:5][CH2:6][C@@H:7]3[C@@H:21]2[CH2:20][C@@H:19]([OH:26])[C@@:18]2([CH3:27])[C@:8]3([OH:28])[CH2:9][CH2:10][C@@H:11]2[CH2:12][CH3:13])[CH2:3]1, predict the reactants needed to synthesize it. The reactants are: [OH:1][C@H:2]1[CH2:24][CH2:23][C@@:22]2([CH3:25])[C:4](=[CH:5][CH2:6][C@@H:7]3[C@@H:21]2[CH2:20][C@@H:19]([OH:26])[C@@:18]2([CH3:27])[C@:8]3([OH:28])[CH2:9][CH2:10][C@@H:11]2[C:12]2(OCCO2)[CH3:13])[CH2:3]1. (5) The reactants are: [CH:1]#[C:2][CH2:3][NH:4][C@H:5]1[C:9]2[CH:10]=[CH:11][CH:12]=[CH:13][C:8]=2[CH2:7][CH2:6]1.[C:14]([OH:22])(=[O:21])[C:15]1[CH:20]=[CH:19][CH:18]=[CH:17][CH:16]=1. Given the product [CH:1]#[C:2][CH2:3][NH:4][C@H:5]1[C:9]2[CH:10]=[CH:11][CH:12]=[CH:13][C:8]=2[CH2:7][CH2:6]1.[C:14]([O-:22])(=[O:21])[C:15]1[CH:20]=[CH:19][CH:18]=[CH:17][CH:16]=1, predict the reactants needed to synthesize it. (6) Given the product [Cl:20][C:21]1[C:22]([O:19][C:16]2[CH:17]=[C:18]3[C:13](=[CH:14][CH:15]=2)[N:12]=[CH:11][N:10]=[C:9]3[NH:8][C:5]2[CH:4]=[N:3][C:2]([CH3:1])=[CH:7][N:6]=2)=[N:23][CH:24]=[C:25]([O:27][CH2:28][CH2:29][N:38]([CH3:39])[CH3:37])[CH:26]=1, predict the reactants needed to synthesize it. The reactants are: [CH3:1][C:2]1[N:3]=[CH:4][C:5]([NH:8][C:9]2[C:18]3[C:13](=[CH:14][CH:15]=[C:16]([OH:19])[CH:17]=3)[N:12]=[CH:11][N:10]=2)=[N:6][CH:7]=1.[Cl:20][C:21]1[C:22](F)=[N:23][CH:24]=[C:25]([O:27][CH2:28][CH:29](OCC)OCC)[CH:26]=1.[CH3:37][NH:38][CH3:39].O1CCCC1. (7) Given the product [F:1][C:2]1[CH:7]=[CH:6][C:5]([C:8]2([C:9]#[N:10])[CH2:13][CH2:12]2)=[CH:4][CH:3]=1, predict the reactants needed to synthesize it. The reactants are: [F:1][C:2]1[CH:7]=[CH:6][C:5]([CH2:8][C:9]#[N:10])=[CH:4][CH:3]=1.Br[CH2:12][CH2:13]Cl. (8) Given the product [CH:1]1([C:4]2[CH:9]=[CH:8][C:7]([C:10]3[CH:14]=[C:13]([CH:15]([N:24]([C:33]([O:35][C:36]([CH3:39])([CH3:38])[CH3:37])=[O:34])[NH:25][C:26]([O:28][C:29]([CH3:30])([CH3:31])[CH3:32])=[O:27])[C:16]([O:18][CH3:19])=[O:17])[O:12][N:11]=3)=[C:6]([C:20]([F:23])([F:22])[F:21])[CH:5]=2)[CH2:3][CH2:2]1, predict the reactants needed to synthesize it. The reactants are: [CH:1]1([C:4]2[CH:9]=[CH:8][C:7]([C:10]3[CH:14]=[C:13]([CH2:15][C:16]([O:18][CH3:19])=[O:17])[O:12][N:11]=3)=[C:6]([C:20]([F:23])([F:22])[F:21])[CH:5]=2)[CH2:3][CH2:2]1.[N:24]([C:33]([O:35][C:36]([CH3:39])([CH3:38])[CH3:37])=[O:34])=[N:25][C:26]([O:28][C:29]([CH3:32])([CH3:31])[CH3:30])=[O:27].C(=O)([O-])[O-].[Li+].[Li+]. (9) Given the product [CH:11]([N:7]1[C:8]2[C:4](=[CH:3][CH:2]=[CH:10][CH:9]=2)[CH:5]=[CH:6]1)([C:18]1[CH:23]=[CH:22][CH:21]=[CH:20][CH:19]=1)[C:12]1[CH:13]=[CH:14][CH:15]=[CH:16][CH:17]=1, predict the reactants needed to synthesize it. The reactants are: Cl[C:2]1[CH:3]=[C:4]2[C:8](=[CH:9][CH:10]=1)[N:7]([CH:11]([C:18]1[CH:23]=[CH:22][CH:21]=[CH:20][CH:19]=1)[C:12]1[CH:17]=[CH:16][CH:15]=[CH:14][CH:13]=1)[C:6](CCNS(CC1C(Br)=CC=CC=1Br)(=O)=O)=[C:5]2CCCC1C=CC(C(O)=O)=CC=1.[H-].[Na+].C(Br)(C1C=CC=CC=1)C1C=CC=CC=1.O. (10) Given the product [Cl:3][C:4]1[C:8]([N:9]([CH2:18][CH3:19])[C:10](=[O:17])[CH2:11][CH:12]2[CH2:15][N:14]([CH3:26])[C:13]2=[O:16])=[CH:7][N:6]([C:20]2[CH:21]=[N:22][CH:23]=[CH:24][CH:25]=2)[N:5]=1, predict the reactants needed to synthesize it. The reactants are: [H-].[Na+].[Cl:3][C:4]1[C:8]([N:9]([CH2:18][CH3:19])[C:10](=[O:17])[CH2:11][CH:12]2[CH2:15][NH:14][C:13]2=[O:16])=[CH:7][N:6]([C:20]2[CH:21]=[N:22][CH:23]=[CH:24][CH:25]=2)[N:5]=1.[CH3:26]I.